From a dataset of Catalyst prediction with 721,799 reactions and 888 catalyst types from USPTO. Predict which catalyst facilitates the given reaction. (1) Reactant: [Li+].CC([N-]C(C)C)C.C([Li])CCC.C(NC(C)C)(C)C.[F:21][C:22]1[CH:27]=[CH:26][C:25]([N:28]2[CH2:33][CH2:32][N:31]([S:34]([CH3:37])(=[O:36])=[O:35])[CH2:30][CH2:29]2)=[CH:24][CH:23]=1.C(OP(Cl)(OCC)=O)C.[CH:47](=O)[C:48]1[CH:53]=[CH:52][CH:51]=[CH:50][CH:49]=1. Product: [F:21][C:22]1[CH:23]=[CH:24][C:25]([N:28]2[CH2:33][CH2:32][N:31]([S:34](/[CH:37]=[CH:47]/[C:48]3[CH:53]=[CH:52][CH:51]=[CH:50][CH:49]=3)(=[O:35])=[O:36])[CH2:30][CH2:29]2)=[CH:26][CH:27]=1. The catalyst class is: 1. (2) Reactant: C[O:2][C:3](=[O:30])[CH2:4][C:5]1[CH:10]=[CH:9][C:8]([C:11]#[C:12][C:13]2[CH:18]=[C:17]([C:19]([CH3:22])([CH3:21])[CH3:20])[C:16]([O:23][CH3:24])=[C:15]([C:25]([CH3:28])([CH3:27])[CH3:26])[CH:14]=2)=[CH:7][C:6]=1[F:29].[OH-].[Na+].C(O)C.O. Product: [C:19]([C:17]1[CH:18]=[C:13]([C:12]#[C:11][C:8]2[CH:9]=[CH:10][C:5]([CH2:4][C:3]([OH:30])=[O:2])=[C:6]([F:29])[CH:7]=2)[CH:14]=[C:15]([C:25]([CH3:28])([CH3:27])[CH3:26])[C:16]=1[O:23][CH3:24])([CH3:20])([CH3:21])[CH3:22]. The catalyst class is: 10. (3) Reactant: [C:1]([C:3]1[C:7]([C:8]2[CH:13]=[CH:12][C:11]([Cl:14])=[CH:10][C:9]=2[Cl:15])=[C:6]([C:16]2[NH:17][CH:18]=[CH:19][N:20]=2)[S:5][C:4]=1[C:21]1[CH:26]=[CH:25][N:24]=[C:23]([N:27]([CH2:31][C:32]2[CH:37]=[CH:36][C:35]([O:38][CH3:39])=[CH:34][CH:33]=2)[C:28](=[O:30])[CH3:29])[CH:22]=1)#[N:2].CN(C)C=O.[H-].[Na+].[F:47][C:48]1[CH:55]=[CH:54][C:51]([CH2:52]Br)=[CH:50][CH:49]=1. Product: [C:1]([C:3]1[C:7]([C:8]2[CH:13]=[CH:12][C:11]([Cl:14])=[CH:10][C:9]=2[Cl:15])=[C:6]([C:16]2[N:17]([CH2:52][C:51]3[CH:54]=[CH:55][C:48]([F:47])=[CH:49][CH:50]=3)[CH:18]=[CH:19][N:20]=2)[S:5][C:4]=1[C:21]1[CH:26]=[CH:25][N:24]=[C:23]([N:27]([CH2:31][C:32]2[CH:33]=[CH:34][C:35]([O:38][CH3:39])=[CH:36][CH:37]=2)[C:28](=[O:30])[CH3:29])[CH:22]=1)#[N:2]. The catalyst class is: 91.